Dataset: Catalyst prediction with 721,799 reactions and 888 catalyst types from USPTO. Task: Predict which catalyst facilitates the given reaction. (1) Reactant: [Cl:1][C:2]1[C:7]([CH:8]2[CH2:10][CH2:9]2)=[CH:6][N:5]=[C:4]([C:11]#[N:12])[CH:3]=1.Cl.[NH2:14][OH:15].C(N(CC)CC)C. The catalyst class is: 271. Product: [Cl:1][C:2]1[C:7]([CH:8]2[CH2:9][CH2:10]2)=[CH:6][N:5]=[C:4]([C:11](=[N:14][OH:15])[NH2:12])[CH:3]=1. (2) Reactant: Cl/[CH:2]=[CH:3]\[C:4]#[C:5][CH2:6][CH2:7][CH2:8][CH3:9].[CH3:10][Si:11]([C:14]#[CH:15])([CH3:13])[CH3:12]. Product: [CH3:10][Si:11]([CH3:13])([CH3:12])[C:14]#[C:15][CH:2]=[CH:3][C:4]#[C:5][CH2:6][CH2:7][CH2:8][CH3:9]. The catalyst class is: 45.